Dataset: Reaction yield outcomes from USPTO patents with 853,638 reactions. Task: Predict the reaction yield, written as a fraction of the theoretical maximum amount of product (1.0 means a 100% yield; for example, 0.34 means a 34% yield). (1) The reactants are [C:1]1(=O)[C:13]2[C:5]([C:6]3[C:11]([CH:12]=2)=[CH:10][CH:9]=[CH:8][CH:7]=3)=[CH:4][CH:3]=[CH:2]1.[CH3:15][C:16]1[CH:21]=[CH:20][CH:19]=[CH:18][C:17]=1[OH:22].[OH-:23].[Na+]. The catalyst is C(S)CCCCCCCCCCC. The product is [OH:22][C:17]1[CH:18]=[CH:19][C:20]([C:13]2([C:1]3[CH:2]=[CH:3][C:6]([OH:23])=[C:5]([CH3:13])[CH:4]=3)[C:5]3[CH:4]=[CH:9][CH:8]=[CH:7][C:6]=3[C:11]3[C:12]2=[CH:1][CH:2]=[CH:3][CH:10]=3)=[CH:21][C:16]=1[CH3:15]. The yield is 0.857. (2) The reactants are [CH2:1]([NH:3][C:4]1[N:5]=[CH:6][C:7]2[C:16](=[O:17])[N:15]([CH2:18][CH:19]3[CH2:24][CH2:23][N:22](C4C=NC=NC=4)[CH2:21][CH2:20]3)[CH2:14][C@H:13]3[N:9]([CH2:10][CH2:11][CH2:12]3)[C:8]=2[N:31]=1)[CH3:2].C(N(CC)C(C)C)(C)C.[O:41]1[CH:45]=[CH:44][CH:43]=[C:42]1[C:46](Cl)=[O:47].O. The catalyst is ClCCl. The product is [CH2:1]([NH:3][C:4]1[N:5]=[CH:6][C:7]2[C:16](=[O:17])[N:15]([CH2:18][CH:19]3[CH2:20][CH2:21][N:22]([C:46]([C:42]4[O:41][CH:45]=[CH:44][CH:43]=4)=[O:47])[CH2:23][CH2:24]3)[CH2:14][C@H:13]3[N:9]([CH2:10][CH2:11][CH2:12]3)[C:8]=2[N:31]=1)[CH3:2]. The yield is 0.710. (3) The reactants are Br[C:2]1[CH:7]=[CH:6][C:5]([S:8]([NH:11][C@@H:12]([CH3:15])[CH2:13][OH:14])(=[O:10])=[O:9])=[CH:4][CH:3]=1.[F:16][C:17]([F:31])([F:30])[C:18]1[NH:29][C:21]2=[N:22][CH:23]=[CH:24][C:25](B(O)O)=[C:20]2[CH:19]=1.P([O-])([O-])([O-])=O.[K+].[K+].[K+]. The catalyst is O1CCOCC1.O.C(Cl)Cl.Cl[Pd-](P(C1CC2CC1CC2)C1CC2CC1CC2)C1C=CC=CC=1C1C=CC=CC=1N(C)C. The product is [OH:14][CH2:13][C@@H:12]([NH:11][S:8]([C:5]1[CH:6]=[CH:7][C:2]([C:25]2[CH:24]=[CH:23][N:22]=[C:21]3[NH:29][C:18]([C:17]([F:30])([F:31])[F:16])=[CH:19][C:20]=23)=[CH:3][CH:4]=1)(=[O:10])=[O:9])[CH3:15]. The yield is 0.440. (4) The reactants are [F:1][C:2]1[CH:7]=[CH:6][C:5]([C:8](=[N:11][NH:12][S:13]([C:16]2[CH:21]=CC(C)=CC=2)(=O)=O)CC)=[CH:4][CH:3]=1.[OH-].[Na+]. The catalyst is S(Cl)(Cl)=O. The product is [F:1][C:2]1[CH:3]=[CH:4][C:5]([C:8]2[N:11]=[N:12][S:13][C:16]=2[CH3:21])=[CH:6][CH:7]=1. The yield is 0.650. (5) The reactants are CO[C:3]([C:5]1[CH:9]=[CH:8][S:7][C:6]=1[NH2:10])=[O:4].[O-:11][C:12]#[N:13].[K+]. The catalyst is C(O)(=O)C.O. The product is [NH:10]1[C:6]2[S:7][CH:8]=[CH:9][C:5]=2[C:3](=[O:4])[NH:13][C:12]1=[O:11]. The yield is 0.250. (6) The reactants are Br[CH:2]([C:14]1[CH:19]=[CH:18][CH:17]=[CH:16][CH:15]=1)[C:3]([O:5][C@H:6]([C:8]1[CH:13]=[CH:12][CH:11]=[CH:10][CH:9]=1)[CH3:7])=[O:4].C(N(CC)CC)C.[CH3:27][C:28]1([OH:34])[CH2:33][CH2:32][NH:31][CH2:30][CH2:29]1. The catalyst is C1COCC1.[I-].C([N+](CCCC)(CCCC)CCCC)CCC.C(OCC)(=O)C. The product is [OH:34][C:28]1([CH3:27])[CH2:33][CH2:32][N:31]([C@H:2]([C:14]2[CH:19]=[CH:18][CH:17]=[CH:16][CH:15]=2)[C:3]([O:5][C@H:6]([C:8]2[CH:13]=[CH:12][CH:11]=[CH:10][CH:9]=2)[CH3:7])=[O:4])[CH2:30][CH2:29]1. The yield is 0.600. (7) The product is [CH2:1]([O:8][CH2:9][CH2:10][CH2:11][C:12]1[O:13][C:16]([CH3:17])=[CH:15][N:14]=1)[C:2]1[CH:7]=[CH:6][CH:5]=[CH:4][CH:3]=1. The reactants are [CH2:1]([O:8][CH2:9][CH2:10][CH2:11][C:12]([NH:14][CH2:15][C:16]#[CH:17])=[O:13])[C:2]1[CH:7]=[CH:6][CH:5]=[CH:4][CH:3]=1. The catalyst is C(#N)C.[Au](Cl)(Cl)Cl. The yield is 0.810. (8) The reactants are [N+:1]([C:4]1[CH:9]=[CH:8][C:7]([C:10]([N:12]=[C:13]=[S:14])=[O:11])=[CH:6][CH:5]=1)([O-:3])=[O:2].[CH3:15][O:16][C:17]1[CH:18]=[C:19]2[C:24](=[CH:25][C:26]=1[O:27][CH3:28])[N:23]=[CH:22][CH:21]=[C:20]2[O:29][C:30]1[CH:36]=[CH:35][C:33]([NH2:34])=[CH:32][C:31]=1[CH3:37].C1(C)C=CC=CC=1. The catalyst is C(O)C. The product is [CH3:15][O:16][C:17]1[CH:18]=[C:19]2[C:24](=[CH:25][C:26]=1[O:27][CH3:28])[N:23]=[CH:22][CH:21]=[C:20]2[O:29][C:30]1[CH:36]=[CH:35][C:33]([NH:34][C:13]([NH:12][C:10](=[O:11])[C:7]2[CH:6]=[CH:5][C:4]([N+:1]([O-:3])=[O:2])=[CH:9][CH:8]=2)=[S:14])=[CH:32][C:31]=1[CH3:37]. The yield is 0.940.